This data is from Forward reaction prediction with 1.9M reactions from USPTO patents (1976-2016). The task is: Predict the product of the given reaction. (1) Given the reactants C(OC(=O)[N:7]([CH2:14][C:15]1[CH:20]=[CH:19][C:18]([C:21](=[O:34])[NH:22][CH2:23][CH2:24][CH2:25][CH2:26][N:27]([CH2:31][CH2:32][CH3:33])[CH2:28][CH2:29][CH3:30])=[CH:17][CH:16]=1)[CH2:8][C:9]1[NH:10][CH:11]=[CH:12][N:13]=1)(C)(C)C.Cl.O1CCOCC1, predict the reaction product. The product is: [NH:10]1[CH:11]=[CH:12][N:13]=[C:9]1[CH2:8][NH:7][C:14]1[C:17]([CH3:16])=[C:18]([CH:19]=[CH:20][CH:15]=1)[C:21]([NH:22][CH2:23][CH2:24][CH2:25][CH2:26][N:27]([CH2:28][CH2:29][CH3:30])[CH2:31][CH2:32][CH3:33])=[O:34]. (2) Given the reactants C(N(CC)C(C)C)(C)C.Cl[C:11]1[C:16]([C:17]([O:19][CH2:20][CH3:21])=[O:18])=[CH:15][N:14]=[C:13]([Cl:22])[CH:12]=1.C(O)(=O)C.[O:27]1[CH2:32][CH2:31][CH:30]([NH2:33])[CH2:29][CH2:28]1, predict the reaction product. The product is: [Cl:22][C:13]1[CH:12]=[C:11]([NH:33][CH:30]2[CH2:31][CH2:32][O:27][CH2:28][CH2:29]2)[C:16]([C:17]([O:19][CH2:20][CH3:21])=[O:18])=[CH:15][N:14]=1. (3) The product is: [OH:20][CH2:21][CH2:22][O:23][C:24]1[CH:25]=[CH:26][C:27]([C:39]2[NH:6][C:4](=[O:5])[C:3]3[C:2](=[CH:10][C:9]([O:11][CH3:12])=[CH:8][CH:7]=3)[N:1]=2)=[N:28][C:29]=1[C:30]1[CH:35]=[CH:34][C:33]([S:36]([CH3:38])=[O:37])=[CH:32][CH:31]=1. Given the reactants [NH2:1][C:2]1[CH:10]=[C:9]([O:11][CH3:12])[CH:8]=[CH:7][C:3]=1[C:4]([NH2:6])=[O:5].[Si]([O:20][CH2:21][CH2:22][O:23][C:24]1[CH:25]=[CH:26][C:27]([CH:39]=O)=[N:28][C:29]=1[C:30]1[CH:35]=[CH:34][C:33]([S:36]([CH3:38])=[O:37])=[CH:32][CH:31]=1)(C(C)(C)C)(C)C.OS([O-])(=O)=O.[Na+].O.C1(C)C=CC(S(O)(=O)=O)=CC=1, predict the reaction product. (4) Given the reactants [CH3:1][Mg]Br.[CH2:4]([O:6][C:7]([C:9]1[C:15](=[O:16])[CH2:14][CH2:13][N:12]([C:17]([O:19][C:20]([CH3:23])([CH3:22])[CH3:21])=[O:18])[CH2:11][CH:10]=1)=[O:8])[CH3:5].[Cl-].[NH4+], predict the reaction product. The product is: [CH2:4]([O:6][C:7]([CH:9]1[C:15](=[O:16])[CH2:14][CH2:13][N:12]([C:17]([O:19][C:20]([CH3:22])([CH3:21])[CH3:23])=[O:18])[CH2:11][CH:10]1[CH3:1])=[O:8])[CH3:5].